This data is from Forward reaction prediction with 1.9M reactions from USPTO patents (1976-2016). The task is: Predict the product of the given reaction. (1) Given the reactants [H-].[Na+].C([O:10][C:11]1[CH:16]=[CH:15][C:14]([C:17](=[O:24])[CH2:18][C:19](OCC)=O)=[CH:13][C:12]=1[CH3:25])C1C=CC=CC=1.ClC[C:28]1[C:29]([CH:43]([CH3:45])[CH3:44])=[N:30][N:31]([C:33]2[CH:38]=[CH:37][C:36]([C:39]([F:42])([F:41])[F:40])=[CH:35][CH:34]=2)[CH:32]=1.Cl.C(=O)([O-])O.[Na+], predict the reaction product. The product is: [OH:10][C:11]1[CH:16]=[CH:15][C:14]([C:17](=[O:24])[CH2:18][CH2:19][C:28]2[C:29]([CH:43]([CH3:45])[CH3:44])=[N:30][N:31]([C:33]3[CH:34]=[CH:35][C:36]([C:39]([F:41])([F:42])[F:40])=[CH:37][CH:38]=3)[CH:32]=2)=[CH:13][C:12]=1[CH3:25]. (2) Given the reactants [CH3:1][C:2]([C:6]1[CH:11]=[CH:10][C:9]([N+:12]([O-])=O)=[CH:8][CH:7]=1)([CH3:5])[C:3]#[N:4].C(=O)([O-])[O-].[Na+].[Na+], predict the reaction product. The product is: [NH2:12][C:9]1[CH:8]=[CH:7][C:6]([C:2]([CH3:5])([CH3:1])[C:3]#[N:4])=[CH:11][CH:10]=1.